This data is from NCI-60 drug combinations with 297,098 pairs across 59 cell lines. The task is: Regression. Given two drug SMILES strings and cell line genomic features, predict the synergy score measuring deviation from expected non-interaction effect. (1) Drug 1: CN1C(=O)N2C=NC(=C2N=N1)C(=O)N. Drug 2: CCC1=C2CN3C(=CC4=C(C3=O)COC(=O)C4(CC)O)C2=NC5=C1C=C(C=C5)O. Cell line: NCI/ADR-RES. Synergy scores: CSS=18.0, Synergy_ZIP=-2.93, Synergy_Bliss=3.16, Synergy_Loewe=-90.8, Synergy_HSA=0.519. (2) Drug 1: C1CN1C2=NC(=NC(=N2)N3CC3)N4CC4. Drug 2: C1CCC(C(C1)N)N.C(=O)(C(=O)[O-])[O-].[Pt+4]. Cell line: HOP-62. Synergy scores: CSS=54.9, Synergy_ZIP=-5.44, Synergy_Bliss=1.20, Synergy_Loewe=-10.2, Synergy_HSA=3.89. (3) Drug 1: C1=CC(=CC=C1CCC2=CNC3=C2C(=O)NC(=N3)N)C(=O)NC(CCC(=O)O)C(=O)O. Drug 2: CCC1=CC2CC(C3=C(CN(C2)C1)C4=CC=CC=C4N3)(C5=C(C=C6C(=C5)C78CCN9C7C(C=CC9)(C(C(C8N6C)(C(=O)OC)O)OC(=O)C)CC)OC)C(=O)OC.C(C(C(=O)O)O)(C(=O)O)O. Cell line: DU-145. Synergy scores: CSS=57.4, Synergy_ZIP=-4.42, Synergy_Bliss=-4.07, Synergy_Loewe=-0.844, Synergy_HSA=-0.903.